From a dataset of Peptide-MHC class I binding affinity with 185,985 pairs from IEDB/IMGT. Regression. Given a peptide amino acid sequence and an MHC pseudo amino acid sequence, predict their binding affinity value. This is MHC class I binding data. (1) The peptide sequence is MLRDRWSLV. The MHC is HLA-A02:01 with pseudo-sequence HLA-A02:01. The binding affinity (normalized) is 0.470. (2) The peptide sequence is DSALTLHWFR. The MHC is HLA-A68:01 with pseudo-sequence HLA-A68:01. The binding affinity (normalized) is 0.762. (3) The peptide sequence is KMVGTVQRV. The MHC is HLA-A02:01 with pseudo-sequence HLA-A02:01. The binding affinity (normalized) is 0.468.